This data is from Full USPTO retrosynthesis dataset with 1.9M reactions from patents (1976-2016). The task is: Predict the reactants needed to synthesize the given product. Given the product [CH3:11][O:10][C:8]([C:5]1[N:4]([CH:17]2[CH2:22][CH2:21][N:20]([C:23]([O:25][C:26]([CH3:29])([CH3:28])[CH3:27])=[O:24])[CH2:19][CH2:18]2)[N:3]=[CH:7][CH:6]=1)=[O:9], predict the reactants needed to synthesize it. The reactants are: [H-].[Na+].[NH:3]1[CH:7]=[CH:6][C:5]([C:8]([O:10][CH3:11])=[O:9])=[N:4]1.CS(O[CH:17]1[CH2:22][CH2:21][N:20]([C:23]([O:25][C:26]([CH3:29])([CH3:28])[CH3:27])=[O:24])[CH2:19][CH2:18]1)(=O)=O.